Dataset: Catalyst prediction with 721,799 reactions and 888 catalyst types from USPTO. Task: Predict which catalyst facilitates the given reaction. (1) Reactant: [OH:1][C:2]1[CH:9]=[C:8]([OH:10])[CH:7]=[CH:6][C:3]=1[C:4]#[N:5].Cl[C:12]1[CH:17]=[CH:16][C:15]([N+:18]([O-:20])=[O:19])=[CH:14][N:13]=1.CCOCC.Cl. Product: [OH:1][C:2]1[CH:9]=[C:8]([O:10][C:12]2[CH:17]=[CH:16][C:15]([N+:18]([O-:20])=[O:19])=[CH:14][N:13]=2)[CH:7]=[CH:6][C:3]=1[C:4]#[N:5]. The catalyst class is: 18. (2) Reactant: [CH:1]([C:3]1[N:7]([CH3:8])[N:6]=[C:5]([C:9]2[CH:14]=[CH:13][C:12]([O:15]C)=[CH:11][CH:10]=2)[C:4]=1[C:17]1[C:18]([CH3:27])=[C:19]([C:23]([O:25]C)=[O:24])[O:20][C:21]=1[CH3:22])=[O:2].B(Br)(Br)Br. Product: [CH:1]([C:3]1[N:7]([CH3:8])[N:6]=[C:5]([C:9]2[CH:14]=[CH:13][C:12]([OH:15])=[CH:11][CH:10]=2)[C:4]=1[C:17]1[C:18]([CH3:27])=[C:19]([C:23]([OH:25])=[O:24])[O:20][C:21]=1[CH3:22])=[O:2]. The catalyst class is: 2.